This data is from Peptide-MHC class II binding affinity with 134,281 pairs from IEDB. The task is: Regression. Given a peptide amino acid sequence and an MHC pseudo amino acid sequence, predict their binding affinity value. This is MHC class II binding data. (1) The peptide sequence is CDDALIEGITLLNAK. The MHC is HLA-DPA10301-DPB10402 with pseudo-sequence HLA-DPA10301-DPB10402. The binding affinity (normalized) is 0.843. (2) The binding affinity (normalized) is 0.0590. The MHC is DRB3_0101 with pseudo-sequence DRB3_0101. The peptide sequence is RVIAQGPTATFEAMY.